Task: Predict the product of the given reaction.. Dataset: Forward reaction prediction with 1.9M reactions from USPTO patents (1976-2016) (1) Given the reactants [CH3:1][O:2][CH2:3][O:4][C:5]1[CH:14]=[C:13]([N+:15]([O-])=O)[CH:12]=[CH:11][C:6]=1[C:7]([O:9]C)=[O:8], predict the reaction product. The product is: [NH2:15][C:13]1[CH:12]=[CH:11][C:6]([C:7]([OH:9])=[O:8])=[C:5]([O:4][CH2:3][O:2][CH3:1])[CH:14]=1. (2) Given the reactants Cl[CH2:2][CH:3]=O.[Cl:5][C:6]1[CH:7]=[C:8]([NH:12][C:13]([NH2:15])=[S:14])[CH:9]=[CH:10][CH:11]=1, predict the reaction product. The product is: [Cl:5][C:6]1[CH:7]=[C:8]([NH:12][C:13]2[S:14][CH:2]=[CH:3][N:15]=2)[CH:9]=[CH:10][CH:11]=1. (3) Given the reactants [C:1]([O:5][C:6]([N:8]1[CH:12]([C:13]([OH:15])=O)[CH2:11][S:10][CH2:9]1)=[O:7])([CH3:4])([CH3:3])[CH3:2].[CH:16]1([NH2:26])[C:25]2[C:20](=[CH:21][CH:22]=[CH:23][CH:24]=2)[CH2:19][CH2:18][CH2:17]1.CN1CCOCC1.C(P1(=O)OP(CCC)(=O)OP(CCC)(=O)O1)CC, predict the reaction product. The product is: [C:1]([O:5][C:6]([N:8]1[CH:12]([C:13](=[O:15])[NH:26][CH:16]2[C:25]3[C:20](=[CH:21][CH:22]=[CH:23][CH:24]=3)[CH2:19][CH2:18][CH2:17]2)[CH2:11][S:10][CH2:9]1)=[O:7])([CH3:2])([CH3:3])[CH3:4].